The task is: Predict which catalyst facilitates the given reaction.. This data is from Catalyst prediction with 721,799 reactions and 888 catalyst types from USPTO. (1) Reactant: [O-:1][C:2]#N.[K+].C(OC([N:12]1[CH2:17][CH2:16][C:15]([C:26]#[N:27])([NH:18][C:19]2[CH:24]=[CH:23][C:22]([CH3:25])=[CH:21][CH:20]=2)[CH2:14][CH2:13]1)=O)(C)(C)C.Cl.[OH2:29]. Product: [C:22]1([CH3:25])[CH:21]=[CH:20][C:19]([N:18]2[C:15]3([CH2:14][CH2:13][NH:12][CH2:17][CH2:16]3)[C:26](=[O:29])[NH:27][C:2]2=[O:1])=[CH:24][CH:23]=1. The catalyst class is: 15. (2) Reactant: [Br:1][C:2]1[N:7]=[C:6]([C:8](OC)=[O:9])[C:5]([OH:12])=[CH:4][CH:3]=1.[H-].[H-].[H-].[H-].[Li+].[Al+3]. Product: [Br:1][C:2]1[N:7]=[C:6]([CH2:8][OH:9])[C:5]([OH:12])=[CH:4][CH:3]=1. The catalyst class is: 1. (3) Reactant: [F:1][C:2]([F:40])([F:39])[C:3]1[CH:4]=[C:5]([CH:32]=[C:33]([C:35]([F:38])([F:37])[F:36])[CH:34]=1)[CH2:6][N:7]([CH2:14][C:15]1[CH:20]=[C:19]([C:21]([F:24])([F:23])[F:22])[CH:18]=[CH:17][C:16]=1[C:25]([CH:28]1[CH2:31][CH2:30][CH2:29]1)([OH:27])[CH3:26])[C:8]1[N:9]=[N:10][N:11]([CH3:13])[N:12]=1.[H-].[Na+].I[CH3:44]. Product: [CH:28]1([C:25]([C:16]2[CH:17]=[CH:18][C:19]([C:21]([F:24])([F:23])[F:22])=[CH:20][C:15]=2[CH2:14][N:7]([CH2:6][C:5]2[CH:4]=[C:3]([C:2]([F:1])([F:39])[F:40])[CH:34]=[C:33]([C:35]([F:36])([F:37])[F:38])[CH:32]=2)[C:8]2[N:9]=[N:10][N:11]([CH3:13])[N:12]=2)([O:27][CH3:44])[CH3:26])[CH2:31][CH2:30][CH2:29]1. The catalyst class is: 7.